This data is from Reaction yield outcomes from USPTO patents with 853,638 reactions. The task is: Predict the reaction yield, written as a fraction of the theoretical maximum amount of product (1.0 means a 100% yield; for example, 0.34 means a 34% yield). (1) The reactants are [C:1](O)([C:3]([F:6])([F:5])[F:4])=[O:2].[C:1](O[C:1]([C:3]([F:6])([F:5])[F:4])=[O:2])([C:3]([F:6])([F:5])[F:4])=[O:2].[Br:21][C:22]1[CH:23]=[C:24]([NH:30][CH2:31][CH:32](OCC)OCC)[CH:25]=[C:26]([O:28][CH3:29])[CH:27]=1. The catalyst is C(O)(C(F)(F)F)=O. The product is [Br:21][C:22]1[CH:23]=[C:24]2[C:25]([CH:32]=[CH:31][N:30]2[C:1](=[O:2])[C:3]([F:6])([F:5])[F:4])=[C:26]([O:28][CH3:29])[CH:27]=1. The yield is 0.850. (2) The reactants are [Br:1][C:2]1[CH:3]=[C:4]([CH:10]([CH2:16][CH:17]([CH3:19])[CH3:18])[C:11]([O:13][CH2:14][CH3:15])=[O:12])[CH:5]=[C:6]([Cl:9])[C:7]=1[OH:8].C([O-])([O-])=O.[K+].[K+].[F:26][C:27]([F:31])([F:30])[CH2:28]I.O. The catalyst is CN(C=O)C. The product is [Br:1][C:2]1[CH:3]=[C:4]([CH:10]([CH2:16][CH:17]([CH3:18])[CH3:19])[C:11]([O:13][CH2:14][CH3:15])=[O:12])[CH:5]=[C:6]([Cl:9])[C:7]=1[O:8][CH2:28][C:27]([F:31])([F:30])[F:26]. The yield is 0.600.